Task: Predict the reactants needed to synthesize the given product.. Dataset: Full USPTO retrosynthesis dataset with 1.9M reactions from patents (1976-2016) Given the product [C:21]([O:24][CH2:25][C:26]([NH:8][C:9]1[CH:10]=[CH:11][C:12]([C:17]([F:18])([F:19])[F:20])=[C:13]([C:14]#[N:15])[CH:16]=1)=[O:27])(=[O:23])[CH3:22], predict the reactants needed to synthesize it. The reactants are: C(N(CC)CC)C.[NH2:8][C:9]1[CH:10]=[CH:11][C:12]([C:17]([F:20])([F:19])[F:18])=[C:13]([CH:16]=1)[C:14]#[N:15].[C:21]([O:24][CH2:25][C:26](Cl)=[O:27])(=[O:23])[CH3:22].